From a dataset of M1 muscarinic receptor antagonist screen with 61,756 compounds. Binary Classification. Given a drug SMILES string, predict its activity (active/inactive) in a high-throughput screening assay against a specified biological target. (1) The molecule is O=C(NCc1n(CCCCC)c2c(n1)cccc2)COC. The result is 0 (inactive). (2) The molecule is O(C(=O)C1CCN(CC1)C(=O)CN1C(=O)C(Oc2c1cccc2)CC)CC. The result is 0 (inactive). (3) The drug is o1c2c(n(c(C(=O)N3CCc4c(C3)cccc4)c2)C)c2c1cccc2. The result is 0 (inactive). (4) The molecule is O1CCN(CCCN2C(C(=C(O)C2=O)C(=O)c2occc2)c2c(OC)ccc(OC)c2)CC1. The result is 0 (inactive).